Dataset: Reaction yield outcomes from USPTO patents with 853,638 reactions. Task: Predict the reaction yield, written as a fraction of the theoretical maximum amount of product (1.0 means a 100% yield; for example, 0.34 means a 34% yield). The product is [CH:1]1([C:4]2[CH:17]=[CH:16][C:7]([C@@H:8]([NH:9][S@:10]([C:12]([CH3:13])([CH3:14])[CH3:15])=[O:11])[CH2:18][CH3:19])=[CH:6][CH:5]=2)[CH2:2][CH2:3]1. The reactants are [CH:1]1([C:4]2[CH:17]=[CH:16][C:7](/[CH:8]=[N:9]/[S@:10]([C:12]([CH3:15])([CH3:14])[CH3:13])=[O:11])=[CH:6][CH:5]=2)[CH2:3][CH2:2]1.[CH2:18]([Li])[CH3:19].N#N. The catalyst is C1COCC1. The yield is 0.938.